This data is from Catalyst prediction with 721,799 reactions and 888 catalyst types from USPTO. The task is: Predict which catalyst facilitates the given reaction. Reactant: [N+:1]([C:4]1[CH:12]=[CH:11][C:10]([O:13][CH3:14])=[CH:9][C:5]=1[C:6]([OH:8])=[O:7])([O-])=O. Product: [NH2:1][C:4]1[CH:12]=[CH:11][C:10]([O:13][CH3:14])=[CH:9][C:5]=1[C:6]([OH:8])=[O:7]. The catalyst class is: 78.